The task is: Predict the reactants needed to synthesize the given product.. This data is from Full USPTO retrosynthesis dataset with 1.9M reactions from patents (1976-2016). (1) Given the product [CH3:13][CH:11]([C:4]1[S:3][CH:2]=[N:6][C:5]=1[C:7]([O:9][CH3:10])=[O:8])[CH3:12], predict the reactants needed to synthesize it. The reactants are: N[C:2]1[S:3][C:4]([CH:11]([CH3:13])[CH3:12])=[C:5]([C:7]([O:9][CH3:10])=[O:8])[N:6]=1.N([O-])=O.[Na+]. (2) The reactants are: [Br:1]CC1C=CC(S(C)(=O)=O)=C(F)C=1.[F:14][C:15]([F:28])([F:27])[S:16]([C:19]1[CH:26]=[CH:25][C:22]([CH:23]=O)=[CH:21][CH:20]=1)(=[O:18])=[O:17]. Given the product [Br:1][CH2:23][C:22]1[CH:25]=[CH:26][C:19]([S:16]([C:15]([F:28])([F:27])[F:14])(=[O:18])=[O:17])=[CH:20][CH:21]=1, predict the reactants needed to synthesize it. (3) Given the product [CH2:1]([CH:4]1[CH2:9][CH2:8][CH:7]([C:10]2[CH:15]=[CH:14][C:13]([C:20]3[CH:21]=[C:22]4[C:27](=[CH:28][CH:29]=3)[O:26][C:25](=[O:30])[CH2:24][CH2:23]4)=[CH:12][CH:11]=2)[CH2:6][CH2:5]1)[CH2:2][CH3:3], predict the reactants needed to synthesize it. The reactants are: [CH2:1]([CH:4]1[CH2:9][CH2:8][CH:7]([C:10]2[CH:15]=[CH:14][C:13](B(O)O)=[CH:12][CH:11]=2)[CH2:6][CH2:5]1)[CH2:2][CH3:3].Br[C:20]1[CH:21]=[C:22]2[C:27](=[CH:28][CH:29]=1)[O:26][C:25](=[O:30])[CH2:24][CH2:23]2.C(=O)([O-])[O-].[K+].[K+]. (4) Given the product [Br:9][C:3]1[C:4](=[O:8])[NH:5][CH:6]=[C:7]([Br:10])[C:2]=1[OH:1], predict the reactants needed to synthesize it. The reactants are: [OH:1][C:2]1[CH:7]=[CH:6][NH:5][C:4](=[O:8])[CH:3]=1.[BrH:9].[Br:10]Br. (5) Given the product [CH2:1]([CH:3]([CH2:48][CH2:49][CH2:50][CH3:51])[CH2:4][Si:5]1([CH2:40][CH:41]([CH2:46][CH3:47])[CH2:42][CH2:43][CH2:44][CH3:45])[C:27]2[CH:26]=[C:25]([C:28]3[C:33]4=[N:34][S:35][N:36]=[C:32]4[C:31]([C:65]4[S:64][C:63]([C:61]5[S:62][C:58]([CH2:52][CH2:53][CH2:54][CH2:55][CH2:56][CH3:57])=[CH:59][CH:60]=5)=[CH:67][CH:66]=4)=[C:30]([F:38])[C:29]=3[F:39])[S:24][C:23]=2[C:7]2[S:8][C:9]([C:11]3[C:16]4=[N:17][S:18][N:19]=[C:15]4[C:14]([C:25]4[S:24][C:23]([C:7]5[S:8][C:9]([CH2:11][CH2:12][CH2:13][CH2:14][CH2:15][CH3:16])=[CH:10][CH:6]=5)=[CH:27][CH:26]=4)=[C:13]([F:21])[C:12]=3[F:22])=[CH:10][C:6]1=2)[CH3:2], predict the reactants needed to synthesize it. The reactants are: [CH2:1]([CH:3]([CH2:48][CH2:49][CH2:50][CH3:51])[CH2:4][Si:5]1([CH2:40][CH:41]([CH2:46][CH3:47])[CH2:42][CH2:43][CH2:44][CH3:45])[C:27]2[CH:26]=[C:25]([C:28]3[C:33]4=[N:34][S:35][N:36]=[C:32]4[C:31](I)=[C:30]([F:38])[C:29]=3[F:39])[S:24][C:23]=2[C:7]2[S:8][C:9]([C:11]3[C:16]4=[N:17][S:18][N:19]=[C:15]4[C:14](I)=[C:13]([F:21])[C:12]=3[F:22])=[CH:10][C:6]1=2)[CH3:2].[CH2:52]([C:58]1[S:62][C:61]([C:63]2[S:64][C:65](B3OC(C)(C)C(C)(C)O3)=[CH:66][CH:67]=2)=[CH:60][CH:59]=1)[CH2:53][CH2:54][CH2:55][CH2:56][CH3:57].